Dataset: Forward reaction prediction with 1.9M reactions from USPTO patents (1976-2016). Task: Predict the product of the given reaction. Given the reactants Cl.C([O:10][CH2:11][CH2:12][O:13][CH2:14][CH2:15][N:16]1[C:24]2[C:23]([NH:25][C:26]3[CH:41]=[CH:40][C:29]([O:30][C:31]4[CH:39]=[CH:38][C:34]([C:35]([OH:37])=O)=[CH:33][CH:32]=4)=[C:28]([Cl:42])[CH:27]=3)=[N:22][CH:21]=[N:20][C:19]=2[CH:18]=[CH:17]1)(=O)C1C=CC=CC=1.[CH3:43][C:44]([NH2:47])([CH3:46])[CH3:45].Cl.C(N=C=NCCCN(C)C)C.O.ON1C2C=CC=CC=2N=N1, predict the reaction product. The product is: [ClH:42].[C:44]([NH:47][C:35](=[O:37])[C:34]1[CH:38]=[CH:39][C:31]([O:30][C:29]2[CH:40]=[CH:41][C:26]([NH:25][C:23]3[C:24]4[N:16]([CH2:15][CH2:14][O:13][CH2:12][CH2:11][OH:10])[CH:17]=[CH:18][C:19]=4[N:20]=[CH:21][N:22]=3)=[CH:27][C:28]=2[Cl:42])=[CH:32][CH:33]=1)([CH3:46])([CH3:45])[CH3:43].